This data is from Full USPTO retrosynthesis dataset with 1.9M reactions from patents (1976-2016). The task is: Predict the reactants needed to synthesize the given product. (1) Given the product [CH3:19][C:13]1[C:14]([CH3:18])=[N:15][C:16]2[C:11](=[CH:10][C:9]([C:20]3[N:25]=[N:24][C:23]([N:26]([CH3:37])[CH:27]4[CH2:32][C:31]([CH3:33])([CH3:34])[NH:30][C:29]([CH3:36])([CH3:35])[CH2:28]4)=[CH:22][CH:21]=3)=[C:8]([OH:7])[CH:17]=2)[N:12]=1, predict the reactants needed to synthesize it. The reactants are: B(Br)(Br)Br.C([O:7][C:8]1[CH:17]=[C:16]2[C:11]([N:12]=[C:13]([CH3:19])[C:14]([CH3:18])=[N:15]2)=[CH:10][C:9]=1[C:20]1[N:25]=[N:24][C:23]([N:26]([CH3:37])[CH:27]2[CH2:32][C:31]([CH3:34])([CH3:33])[NH:30][C:29]([CH3:36])([CH3:35])[CH2:28]2)=[CH:22][CH:21]=1)C.CO.Cl. (2) Given the product [NH:13]1[C:14]2[CH:19]=[CH:18][CH:17]=[CH:16][C:15]=2[N:11]=[C:12]1[C@H:8]([NH:9][C:10](=[O:20])[NH:23][C@H:24]1[CH2:29][CH2:28][N:27]([C:30]([O:32][C:33]([CH3:35])([CH3:34])[CH3:36])=[O:31])[CH2:26][C@@H:25]1[F:37])[CH2:7][C:6]1[CH:21]=[CH:22][C:3]([O:2][CH3:1])=[CH:4][CH:5]=1, predict the reactants needed to synthesize it. The reactants are: [CH3:1][O:2][C:3]1[CH:22]=[CH:21][C:6]([CH2:7][C@@H:8]2[C:12]3=[N:13][C:14]4[CH:19]=[CH:18][CH:17]=[CH:16][C:15]=4[N:11]3[C:10](=[O:20])[NH:9]2)=[CH:5][CH:4]=1.[NH2:23][C@H:24]1[CH2:29][CH2:28][N:27]([C:30]([O:32][C:33]([CH3:36])([CH3:35])[CH3:34])=[O:31])[CH2:26][C@H:25]1[F:37].